From a dataset of Experimentally validated miRNA-target interactions with 360,000+ pairs, plus equal number of negative samples. Binary Classification. Given a miRNA mature sequence and a target amino acid sequence, predict their likelihood of interaction. (1) The miRNA is hsa-miR-4437 with sequence UGGGCUCAGGGUACAAAGGUU. The protein sequence of the target gene is MDTEREALQCTAYPEVQSFCQRHGLAFEVVDLRWGIPNTQATDYLTTELCLEELERCQKTSIGPAFVALLGDQYGPCPVPRRIEEKEWEALRAQLTSRPRDLELVTRHFQRDDNTIPPTYVLQPSGSLVVPGPEEATLTSVLRGGAQEAWRLGLISQEQWMCYHRSVIEWEIELGLLSSARGDQGATVFLRDVQDLNKHILDDCSLKMVDRLVDGCLDTNAQSLLSGLKGRILDAQPGALKSHHLSWSRDLVNPKNKAHARYLKQLSEQFVARTNHQVLEQLRELELARQELGWLYQEIR.... Result: 0 (no interaction). (2) The protein sequence of the target gene is MLSLAAKLVAFFWRTADTPREEAGQLEPELAEGDTKLKTVRGVVTRYCSDYGMIDDMIYFSSDAVTSRVLLNVGQEVIAVVEENKVSNGLKAIRVEAVSDKWEDDSRNHGSPSDCGPRVLIGCVTSLVEGAGCISQTTYFSLESVCEGFEPCKGDWVEAEYRIRPGTWSSEATSVKPLRYKRVDKVCISSLCGRNGVLEESIFFTLDSLKLPDGYTPRRGDVVNAVVVESSQSCYVWRALCMTLVKRRDAAPVHEATHFYGTILLKNKGDIEVTQVTHFGTLKEGRSKTMVIWIENKGDI.... Result: 0 (no interaction). The miRNA is hsa-miR-505-3p with sequence CGUCAACACUUGCUGGUUUCCU. (3) The miRNA is hsa-let-7c-3p with sequence CUGUACAACCUUCUAGCUUUCC. The protein sequence of the target gene is MRKHVLAASFSMLSLLVIMGDTDSKTDSSFIMDSDPRRCMRHHYVDSISHPLYKCSSKMVLLARCEGHCSQASRSEPLVSFSTVLKQPFRSSCHCCRPQTSKLKALRLRCSGGMRLTATYRYILSCHCEECNS. Result: 0 (no interaction). (4) The miRNA is cel-miR-1832a-3p with sequence UGGGCGGAGCGAAUCGAUGAU. The protein sequence of the target gene is MVQAWYMDESTADPRKPHRAQPDRPVSLEQLRTLGVLYWKLDADKYENDPELEKIRKMRNYSWMDIITICKDTLPNYEEKIKMFFEEHLHLDEEIRYILEGSGYFDVRDKEDKWIRISMEKGDMITLPAGIYHRFTLDEKNYVKAMRLFVGEPVWTPYNRPADHFDARVQYMSFLEGTA. Result: 0 (no interaction). (5) The miRNA is hsa-miR-1292-3p with sequence UCGCGCCCCGGCUCCCGUUC. The protein sequence of the target gene is MEDIQTNAELKSTQEQSVPAESAAVLNDYSLTKSHEMENVDSGEGPANEDEDIGDDSMKVKDEYSERDENVLKSEPMGNAEEPEIPYSYSREYNEYENIKLERHVVSFDSSRPTSGKMNCDVCGLSCISFNVLMVHKRSHTGERPFQCNQCGASFTQKGNLLRHIKLHTGEKPFKCHLCNYACQRRDALTGHLRTHSVEKPYKCEFCGRSYKQRSSLEEHKERCRTFLQSTDPGDTASAEARHIKAEMGSERALVLDRLASNVAKRKSSMPQKFIGEKRHCFDVNYNSSYMYEKESELIQ.... Result: 1 (interaction). (6) The miRNA is mmu-miR-194-5p with sequence UGUAACAGCAACUCCAUGUGGA. The protein sequence of the target gene is MFGACYKQPLKPSGSEPPAEECRMTPRHAGCDVTEMQRILSQPTFTEHLLRAVCTKLANMYSTSTDCREHCRRGMKAKQLKAEAGRSCQRKGVPIQTPREHSWISCKKEFEANP. Result: 0 (no interaction). (7) The miRNA is mmu-miR-148a-3p with sequence UCAGUGCACUACAGAACUUUGU. The protein sequence of the target gene is MAQSKRHVYSRTPSGSRMSAEASARPLRVGSRVEVIGKGHRGTVAYVGATLFATGKWVGVILDEAKGKNDGTVQGRKYFTCDEGHGIFVRQSQIQVFEDGADTTSPETPDSSASKVLKREGTDTTAKTSKLRGLKPKKAPTARKTTTRRPKPTRPASTGVAGASSSLGPSGSASAGELSSSEPSTPAQTPLAAPIIPTPVLTSPGAVPPLPSPSKEEEGLRAQVRDLEEKLETLRLKRAEDKAKLKELEKHKIQLEQVQEWKSKMQEQQADLQRRLKEARKEAKEALEAKERYMEEMADT.... Result: 0 (no interaction). (8) The miRNA is hsa-miR-302c-3p with sequence UAAGUGCUUCCAUGUUUCAGUGG. The protein sequence of the target gene is MSLLKMRRHAIHSSDSTSSSSSEDDCFERRTKRNRNRAINRCLPLNFRKDEIRGIYKDRMKIGASLADVDPMQLDTSVRFDSVGGLSSHIAALKEMVVFPLLYPEVFEKFKIQPPRGCLFYGPPGTGKTLVARALANECSRGDKRVAFFMRKGADCLSKWVGESERQLRLLFDQAYQMRPAIIFFDEIDGLAPVRSSRQDQIHSSIVSTLLALMDGLDSRGEIVVIGATNRLDSIDPALRRPGRFDREFLFSLPDKNARKEILKIHTRDWNPKPVDMFLEELAEHCVGYCGADIKSICAE.... Result: 0 (no interaction). (9) The miRNA is mmu-let-7g-5p with sequence UGAGGUAGUAGUUUGUACAGUU. The protein sequence of the target gene is MSGIGNKRAAGEPGTSMPPEKKAAVEDSGTTVETIKLGGVSSTEELDIRTLQTKNRKLAEMLDQRQAIEDELREHIEKLERRQATDDASLLIVNRYWSQFDENIRIILKRYDLEQGLGDLLTERKALVVPEPEPDSDSNQERKDDRERGEGQEPAFSFLATLASSSSEEMESQLQERVESSRRAVSQIVTVYDKLQEKVELLSRKLNSGDNLIVEEAVQELNSFLAQENMRLQELTDLLQEKHRTMSQEFSKLQSKVETAESRVSVLESMIDDLQWDIDKIRKREQRLNRHLAEVLERVN.... Result: 0 (no interaction). (10) The miRNA is mmu-miR-10b-5p with sequence UACCCUGUAGAACCGAAUUUGUG. Result: 1 (interaction). The protein sequence of the target gene is MAVDVKSRAKRYEKLDFLGEGQFATVYKARDKNTNQIVAIKKIKLGHRSEAKDGINRTALREIKLLQELSHPNIIGLLDAFGHKSNISLVFDFMETDLEVIIKDNSLVLTPSHIKAYMLMTLQGLEYLHQHWILHRDLKPNNLLLDENGVLKLADFGLAKSFGSPNRAYTHQVVTRWYRAPELLFGARMYGVGVDMWAVGCILAELLLRVPFLPGDSDLDQLTRIFETLGTPTEEQWPDMCSLPDYVTFKSFPGVPLQHIFIAAGDDLLELIQGLFLFNPCTRTTASQALKTKYFSNRPG....